Regression. Given two drug SMILES strings and cell line genomic features, predict the synergy score measuring deviation from expected non-interaction effect. From a dataset of NCI-60 drug combinations with 297,098 pairs across 59 cell lines. (1) Drug 1: CCC1=CC2CC(C3=C(CN(C2)C1)C4=CC=CC=C4N3)(C5=C(C=C6C(=C5)C78CCN9C7C(C=CC9)(C(C(C8N6C)(C(=O)OC)O)OC(=O)C)CC)OC)C(=O)OC.C(C(C(=O)O)O)(C(=O)O)O. Drug 2: CN(C(=O)NC(C=O)C(C(C(CO)O)O)O)N=O. Cell line: SW-620. Synergy scores: CSS=51.9, Synergy_ZIP=-4.00, Synergy_Bliss=-2.42, Synergy_Loewe=-12.2, Synergy_HSA=0.552. (2) Drug 1: CC1C(C(CC(O1)OC2CC(OC(C2O)C)OC3=CC4=CC5=C(C(=O)C(C(C5)C(C(=O)C(C(C)O)O)OC)OC6CC(C(C(O6)C)O)OC7CC(C(C(O7)C)O)OC8CC(C(C(O8)C)O)(C)O)C(=C4C(=C3C)O)O)O)O. Drug 2: C1CN(P(=O)(OC1)NCCCl)CCCl. Cell line: SK-OV-3. Synergy scores: CSS=13.8, Synergy_ZIP=1.45, Synergy_Bliss=1.29, Synergy_Loewe=-45.0, Synergy_HSA=-0.602. (3) Drug 1: CC1=C(C=C(C=C1)NC(=O)C2=CC=C(C=C2)CN3CCN(CC3)C)NC4=NC=CC(=N4)C5=CN=CC=C5. Drug 2: CC1CCCC2(C(O2)CC(NC(=O)CC(C(C(=O)C(C1O)C)(C)C)O)C(=CC3=CSC(=N3)C)C)C. Cell line: RPMI-8226. Synergy scores: CSS=83.8, Synergy_ZIP=13.1, Synergy_Bliss=13.3, Synergy_Loewe=-21.8, Synergy_HSA=12.4. (4) Drug 1: CC1C(C(CC(O1)OC2CC(CC3=C2C(=C4C(=C3O)C(=O)C5=C(C4=O)C(=CC=C5)OC)O)(C(=O)C)O)N)O.Cl. Drug 2: C1=CN(C(=O)N=C1N)C2C(C(C(O2)CO)O)O.Cl. Cell line: HS 578T. Synergy scores: CSS=29.9, Synergy_ZIP=-8.39, Synergy_Bliss=3.30, Synergy_Loewe=2.59, Synergy_HSA=5.42. (5) Drug 1: CN(C)C1=NC(=NC(=N1)N(C)C)N(C)C. Drug 2: B(C(CC(C)C)NC(=O)C(CC1=CC=CC=C1)NC(=O)C2=NC=CN=C2)(O)O. Cell line: COLO 205. Synergy scores: CSS=1.50, Synergy_ZIP=6.93, Synergy_Bliss=11.7, Synergy_Loewe=6.62, Synergy_HSA=5.03. (6) Drug 1: C1=CC(=CC=C1CC(C(=O)O)N)N(CCCl)CCCl.Cl. Drug 2: C1CN1P(=S)(N2CC2)N3CC3. Cell line: RXF 393. Synergy scores: CSS=10.6, Synergy_ZIP=-2.68, Synergy_Bliss=1.31, Synergy_Loewe=0.326, Synergy_HSA=0.357. (7) Drug 1: CC(C1=C(C=CC(=C1Cl)F)Cl)OC2=C(N=CC(=C2)C3=CN(N=C3)C4CCNCC4)N. Drug 2: CC(C)NC(=O)C1=CC=C(C=C1)CNNC.Cl. Cell line: NCIH23. Synergy scores: CSS=15.1, Synergy_ZIP=-1.57, Synergy_Bliss=2.85, Synergy_Loewe=-5.19, Synergy_HSA=2.29.